Dataset: Catalyst prediction with 721,799 reactions and 888 catalyst types from USPTO. Task: Predict which catalyst facilitates the given reaction. Reactant: CC1C=CC(S(O[CH2:12][C@@H:13]2[O:22][C:21]3[C:16](=[CH:17][CH:18]=[C:19]4[NH:25][C:24]([C:26]([F:29])([F:28])[F:27])=[N:23][C:20]4=3)[O:15][CH2:14]2)(=O)=O)=CC=1.[F:30][C:31]1[CH:32]=[C:33]2[C:37](=[CH:38][CH:39]=1)[NH:36][CH:35]=[C:34]2[C:40]1[CH2:41][CH2:42][NH:43][CH2:44][CH:45]=1. The catalyst class is: 148. Product: [F:30][C:31]1[CH:32]=[C:33]2[C:37](=[CH:38][CH:39]=1)[NH:36][CH:35]=[C:34]2[C:40]1[CH2:41][CH2:42][N:43]([CH2:12][CH:13]2[O:22][C:21]3[C:16](=[CH:17][CH:18]=[C:19]4[NH:25][C:24]([C:26]([F:29])([F:28])[F:27])=[N:23][C:20]4=3)[O:15][CH2:14]2)[CH2:44][CH:45]=1.